This data is from Retrosynthesis with 50K atom-mapped reactions and 10 reaction types from USPTO. The task is: Predict the reactants needed to synthesize the given product. (1) Given the product Cc1ccc(Nc2cnc(-c3cccc(OC4CC4)c3)c(C)c2)c(C(=O)O)c1, predict the reactants needed to synthesize it. The reactants are: Cc1ccc(Nc2cnc(-c3cccc(OC4CC4)c3)c(C)c2)c(C(=O)OC(C)(C)C)c1. (2) The reactants are: CC(C)(C)n1nc(C(O)c2ccccc2)c2c(N)ncnc21. Given the product CC(C)(C)n1nc(Cc2ccccc2)c2c(N)ncnc21, predict the reactants needed to synthesize it. (3) Given the product COc1ccc(CCCCOS(=O)(=O)c2ccc(C)cc2)cc1, predict the reactants needed to synthesize it. The reactants are: COc1ccc(CCCCO)cc1.Cc1ccc(S(=O)(=O)Cl)cc1. (4) Given the product CC(C)(C)OC(=O)N1CCC[C@H](OS(C)(=O)=O)C1, predict the reactants needed to synthesize it. The reactants are: CC(C)(C)OC(=O)N1CCC[C@H](O)C1.CS(=O)(=O)Cl.